Dataset: Retrosynthesis with 50K atom-mapped reactions and 10 reaction types from USPTO. Task: Predict the reactants needed to synthesize the given product. (1) Given the product ClCCCCCn1ccnn1, predict the reactants needed to synthesize it. The reactants are: ClCCCCCBr.c1c[nH]nn1. (2) Given the product O=c1[nH]c(=O)n(CCCN2CC3CC3(c3ccc(Cl)cc3)C2)cc1I, predict the reactants needed to synthesize it. The reactants are: O=C(c1ccccc1)n1c(=O)c(I)cn(CCCN2CC3CC3(c3ccc(Cl)cc3)C2)c1=O. (3) Given the product OC/C=C/c1ccc(Cn2ccnc2)cc1, predict the reactants needed to synthesize it. The reactants are: CCOC(=O)/C=C/c1ccc(Cn2ccnc2)cc1.